Dataset: Experimentally validated miRNA-target interactions with 360,000+ pairs, plus equal number of negative samples. Task: Binary Classification. Given a miRNA mature sequence and a target amino acid sequence, predict their likelihood of interaction. (1) The miRNA is mmu-miR-759 with sequence GCAGAGUGCAAACAAUUUUGAC. The protein sequence of the target gene is MRLGAAWALLLAAALGLGTRGVRAAVALADFYPFGTKRGDTVTPKQDDGGSGLQPLSVPFPFFGAEHSGLYVNNNGIISFLKEVSQFTPVAFPIAKDRCVVAAFWADVDNRRAGDVYYREATDPAMLNRATEDIRRYFPELPDFSATWVFVATWYRVTFFGGSSSSPVNTFQTVLITDGRFSFTIFNYESILWTTGTHASSGGDTDGLGGIAAQAGFNAGDGHRYFNIPGSRTADMAEVETTTNVGVPGRWAFRIDDAQVRVGGCGHTTSVCLVLRPCLNGGKCIDDCVTGNPSYTCSCL.... Result: 0 (no interaction). (2) The miRNA is hsa-miR-4767 with sequence CGCGGGCGCUCCUGGCCGCCGCC. The protein sequence of the target gene is MSTTGQVIRCKAAILWKPGAPFSIEEVEVAPPKAKEVRIKVVATGLCGTEMKVLGSKHLDLLYPTILGHEGAGIVESIGEGVSTVKPGDKVITLFLPQCGECTSCLNSEGNFCIQFKQSKTQLMSDGTSRFTCKGKSIYHFGNTSTFCEYTVIKEISVAKIDAVAPLEKVCLISCGFSTGFGAAINTAKVTPGSTCAVFGLGGVGLSVVMGCKAAGAARIIGVDVNKEKFKKAQELGATECLNPQDLKKPIQEVLFDMTDAGIDFCFEAIGNLDVLAAALASCNESYGVCVVVGVLPASV.... Result: 0 (no interaction). (3) The miRNA is hsa-miR-335-5p with sequence UCAAGAGCAAUAACGAAAAAUGU. The protein sequence of the target gene is MFLVGLTGGIASGKSSVIQVFQQLGCAVIDVDVMARHVVQPGYPAHRRIVEVFGTEVLLENGDINRKVLGDLIFNQPDRRQLLNAITHPEIRKEMMKETFKYFLRGYRYVILDIPLLFETKKLLKYMKHTVVVYCDRDTQLARLMRRNSLNRKDAEARINAQLPLTDKARMARHVLDNSGEWSVTKRQVILLHTELERSLEYLPLRFGVLTGLAAIASLLYLLTHYLLPYA. Result: 1 (interaction). (4) The protein sequence of the target gene is MSDESASGSDPDLDPDVELEDEEEEEEEEEVAVEEHDRDDEEGLLDDTSLEGMCGTEHAQLGEDGQRPPRCTSTTSSQSEPSEQLRHQGKILASEDPKKKRAQKPSHMRRNIRKLLREDQLEPVTKAAQQEELERRKRLEQQRKEYAAPIPTVPLEFLPEEIVLRASDGPQLPPRVLAQEVICLDSSSGSEDEKSSRDEVIELSSGEEDTLHIVDSSESVSEEDEEEEKGGTHVNDALNQHDALGRVLVNLNHPPEEENVFLAPQLARAVKPHQIGGIRFLYDNLVESLERFKTSSGFGC.... Result: 0 (no interaction). The miRNA is hsa-miR-151a-3p with sequence CUAGACUGAAGCUCCUUGAGG. (5) The miRNA is hsa-miR-1271-3p with sequence AGUGCCUGCUAUGUGCCAGGCA. The protein sequence of the target gene is MYTLLSGLYKYMFQKDEYCILILGLDNAGKTTFLEQSKTRFNKNYKGMSLSKITTTVGLNIGTVDVGKARLMFWDLGGQEELQSLWDKYYAECHGVIYVIDSTDEERLAESKQAFEKVVTSEALCGVPVLVLANKQDVETCLSIPDIKTAFSDCTSKIGRRDCLTQACSALTGKGVREGIEWMVKCVVRNVHRPPRQRDIT. Result: 0 (no interaction).